Dataset: Forward reaction prediction with 1.9M reactions from USPTO patents (1976-2016). Task: Predict the product of the given reaction. (1) The product is: [C:20]([O:23][C:24]([N:12]1[C:11]2[CH:13]=[CH:14][C:15]([Cl:17])=[CH:16][C:10]=2[N:9]=[C:8]1[C:6]1[CH:7]=[C:2]([Br:1])[CH:3]=[CH:4][C:5]=1[F:18])=[O:25])([CH3:22])([CH3:21])[CH3:19]. Given the reactants [Br:1][C:2]1[CH:3]=[CH:4][C:5]([F:18])=[C:6]([C:8]2[NH:12][C:11]3[CH:13]=[CH:14][C:15]([Cl:17])=[CH:16][C:10]=3[N:9]=2)[CH:7]=1.[CH3:19][C:20]([O:23][C:24](O[C:24]([O:23][C:20]([CH3:22])([CH3:21])[CH3:19])=[O:25])=[O:25])([CH3:22])[CH3:21], predict the reaction product. (2) Given the reactants [CH2:1]([O:3][C:4]1[CH:5]=[C:6]([CH2:13][CH:14]([NH2:17])[CH2:15][CH3:16])[CH:7]=[CH:8][C:9]=1[O:10][CH2:11][CH3:12])[CH3:2].[CH:18](O)=[O:19], predict the reaction product. The product is: [CH2:1]([O:3][C:4]1[CH:5]=[C:6]([CH2:13][CH:14]([NH:17][CH:18]=[O:19])[CH2:15][CH3:16])[CH:7]=[CH:8][C:9]=1[O:10][CH2:11][CH3:12])[CH3:2]. (3) Given the reactants [C:1](=O)(OC(Cl)(Cl)Cl)[O:2][C:3](Cl)(Cl)Cl.C[N:14]([CH3:21])[C:15]1[CH:20]=[CH:19][CH:18]=[CH:17][CH:16]=1.[OH2:22].[CH:23]([Cl:26])(Cl)Cl, predict the reaction product. The product is: [CH3:3][O:2][C:1]1[C:20]2[CH:19]=[CH:18][CH:17]=[CH:16][C:15]=2[N:14]([C:23]([Cl:26])=[O:22])[C:21]2[CH:19]=[CH:20][CH:15]=[CH:16][C:17]=2[CH:18]=1. (4) The product is: [CH3:16][CH:14]1[C:13]2[C:12]3[CH2:17][CH2:18][CH:19]([C:20]([F:23])([F:21])[F:22])[C:11]=3[S:10][C:9]=2[CH2:8][CH2:7][NH:6][CH2:15]1. Given the reactants C(OC([N:6]1[CH2:15][CH:14]([CH3:16])[C:13]2[C:12]3[CH2:17][CH2:18][CH:19]([C:20]([F:23])([F:22])[F:21])[C:11]=3[S:10][C:9]=2[CH2:8][CH2:7]1)=O)C.[Si](I)(C)(C)C, predict the reaction product. (5) Given the reactants NC1C=CC(OCCCN(C)C2N=C(C3C(C4C=C(NC(=O)C5C(F)=CC=CC=5F)C=CC=4)=NN4C=CC=CC=34)C=CN=2)=C(F)C=1.[F:47][C:48]1[CH:53]=[C:52]([N+:54]([O-])=O)[CH:51]=[CH:50][C:49]=1[O:57][CH2:58][CH2:59][N:60]1[CH2:65][CH2:64][CH2:63][CH2:62][CH2:61]1, predict the reaction product. The product is: [F:47][C:48]1[CH:53]=[C:52]([CH:51]=[CH:50][C:49]=1[O:57][CH2:58][CH2:59][N:60]1[CH2:65][CH2:64][CH2:63][CH2:62][CH2:61]1)[NH2:54]. (6) Given the reactants [C:1](=[C:4]([CH2:6][CH:7]([CH2:13][CH:14]=[CH2:15])[CH2:8][O:9]COC)[F:5])([F:3])[F:2].CO.Cl, predict the reaction product. The product is: [C:1](=[C:4]([CH2:6][CH:7]([CH2:13][CH:14]=[CH2:15])[CH2:8][OH:9])[F:5])([F:3])[F:2].